From a dataset of Forward reaction prediction with 1.9M reactions from USPTO patents (1976-2016). Predict the product of the given reaction. (1) Given the reactants [F:1][C:2]1[CH:7]=[CH:6][CH:5]=[CH:4][C:3]=1[N:8]1[CH2:13][CH2:12][C:11](=O)[CH2:10][CH2:9]1.[NH2:15][C@H:16]([CH3:33])[C@:17]([C:25]1[CH:30]=[CH:29][C:28]([F:31])=[CH:27][C:26]=1[F:32])([OH:24])[CH2:18][N:19]1[CH:23]=[N:22][CH:21]=[N:20]1.C([BH3-])#N.[Na+], predict the reaction product. The product is: [F:32][C:26]1[CH:27]=[C:28]([F:31])[CH:29]=[CH:30][C:25]=1[C@:17]([OH:24])([C@H:16]([NH:15][CH:11]1[CH2:12][CH2:13][N:8]([C:3]2[CH:4]=[CH:5][CH:6]=[CH:7][C:2]=2[F:1])[CH2:9][CH2:10]1)[CH3:33])[CH2:18][N:19]1[CH:23]=[N:22][CH:21]=[N:20]1. (2) Given the reactants Br[C:2]1[CH:7]=[CH:6][C:5]([CH:8]2[C:17]3[C:12](=[CH:13][CH:14]=[N:15][C:16]=3[O:18][CH2:19][CH3:20])[NH:11][C:10]([CH3:21])=[C:9]2[C:22]([O:24][CH2:25][CH2:26][C:27]#[N:28])=[O:23])=[C:4]([O:29][C:30]([F:33])([F:32])[F:31])[CH:3]=1.[CH3:34][N:35](C=O)C, predict the reaction product. The product is: [C:34]([C:2]1[CH:7]=[CH:6][C:5]([CH:8]2[C:17]3[C:12](=[CH:13][CH:14]=[N:15][C:16]=3[O:18][CH2:19][CH3:20])[NH:11][C:10]([CH3:21])=[C:9]2[C:22]([O:24][CH2:25][CH2:26][C:27]#[N:28])=[O:23])=[C:4]([O:29][C:30]([F:32])([F:33])[F:31])[CH:3]=1)#[N:35].